Dataset: Forward reaction prediction with 1.9M reactions from USPTO patents (1976-2016). Task: Predict the product of the given reaction. Given the reactants Cl[C:2]1[N:7]=[CH:6][C:5]([O:8][CH:9]2[CH2:14][CH2:13][N:12]([C:15]([O:17][C:18]([CH3:21])([CH3:20])[CH3:19])=[O:16])[CH2:11][CH2:10]2)=[CH:4][CH:3]=1.[NH:22]1[C:30]2[C:25](=[CH:26][C:27]([C:31]([O:33][CH3:34])=[O:32])=[CH:28][CH:29]=2)[CH:24]=[CH:23]1, predict the reaction product. The product is: [CH3:34][O:33][C:31]([C:27]1[CH:26]=[C:25]2[C:30](=[CH:29][CH:28]=1)[N:22]([C:2]1[CH:3]=[CH:4][C:5]([O:8][CH:9]3[CH2:14][CH2:13][N:12]([C:15]([O:17][C:18]([CH3:21])([CH3:20])[CH3:19])=[O:16])[CH2:11][CH2:10]3)=[CH:6][N:7]=1)[CH:23]=[CH:24]2)=[O:32].